Dataset: Merck oncology drug combination screen with 23,052 pairs across 39 cell lines. Task: Regression. Given two drug SMILES strings and cell line genomic features, predict the synergy score measuring deviation from expected non-interaction effect. (1) Drug 1: Cn1nnc2c(C(N)=O)ncn2c1=O. Drug 2: CCc1c2c(nc3ccc(O)cc13)-c1cc3c(c(=O)n1C2)COC(=O)C3(O)CC. Cell line: MSTO. Synergy scores: synergy=-2.32. (2) Drug 1: N#Cc1ccc(Cn2cncc2CN2CCN(c3cccc(Cl)c3)C(=O)C2)cc1. Drug 2: CCC1=CC2CN(C1)Cc1c([nH]c3ccccc13)C(C(=O)OC)(c1cc3c(cc1OC)N(C)C1C(O)(C(=O)OC)C(OC(C)=O)C4(CC)C=CCN5CCC31C54)C2. Cell line: UWB1289BRCA1. Synergy scores: synergy=1.28. (3) Drug 1: O=S1(=O)NC2(CN1CC(F)(F)F)C1CCC2Cc2cc(C=CCN3CCC(C(F)(F)F)CC3)ccc2C1. Drug 2: O=c1[nH]cc(F)c(=O)[nH]1. Cell line: SKMEL30. Synergy scores: synergy=8.27. (4) Drug 1: CC(C)CC(NC(=O)C(Cc1ccccc1)NC(=O)c1cnccn1)B(O)O. Drug 2: CC1(c2nc3c(C(N)=O)cccc3[nH]2)CCCN1. Cell line: LNCAP. Synergy scores: synergy=12.4. (5) Drug 1: O=P1(N(CCCl)CCCl)NCCCO1. Drug 2: CNC(=O)c1cc(Oc2ccc(NC(=O)Nc3ccc(Cl)c(C(F)(F)F)c3)cc2)ccn1. Cell line: MSTO. Synergy scores: synergy=-10.8. (6) Drug 2: O=C(CCCCCCC(=O)Nc1ccccc1)NO. Synergy scores: synergy=5.49. Cell line: T47D. Drug 1: N#Cc1ccc(Cn2cncc2CN2CCN(c3cccc(Cl)c3)C(=O)C2)cc1. (7) Drug 1: CC(=O)OC1C(=O)C2(C)C(O)CC3OCC3(OC(C)=O)C2C(OC(=O)c2ccccc2)C2(O)CC(OC(=O)C(O)C(NC(=O)c3ccccc3)c3ccccc3)C(C)=C1C2(C)C. Drug 2: Cn1cc(-c2cnn3c(N)c(Br)c(C4CCCNC4)nc23)cn1. Cell line: ZR751. Synergy scores: synergy=5.00. (8) Drug 1: CC1CC2C3CCC4=CC(=O)C=CC4(C)C3(F)C(O)CC2(C)C1(O)C(=O)CO. Drug 2: CCN(CC)CCNC(=O)c1c(C)[nH]c(C=C2C(=O)Nc3ccc(F)cc32)c1C. Cell line: OCUBM. Synergy scores: synergy=3.99. (9) Drug 1: O=C(CCCCCCC(=O)Nc1ccccc1)NO. Drug 2: NC(=O)c1cccc2cn(-c3ccc(C4CCCNC4)cc3)nc12. Cell line: LNCAP. Synergy scores: synergy=15.3.